From a dataset of Reaction yield outcomes from USPTO patents with 853,638 reactions. Predict the reaction yield, written as a fraction of the theoretical maximum amount of product (1.0 means a 100% yield; for example, 0.34 means a 34% yield). The reactants are [N+:1]([C:4]1[CH:9]=[CH:8][C:7]([OH:10])=[CH:6][CH:5]=1)([O-:3])=[O:2].[H-].[Na+].[CH:13]1([O:18][C:19](=[O:32])[C@@H:20]([NH:24][C:25]([O:27][C:28]([CH3:31])([CH3:30])[CH3:29])=[O:26])[CH2:21][CH2:22]Br)[CH2:17][CH2:16][CH2:15][CH2:14]1. The catalyst is O1CCCC1.CN(C=O)C. The product is [CH:13]1([O:18][C:19](=[O:32])[C@@H:20]([NH:24][C:25]([O:27][C:28]([CH3:31])([CH3:30])[CH3:29])=[O:26])[CH2:21][CH2:22][O:10][C:7]2[CH:8]=[CH:9][C:4]([N+:1]([O-:3])=[O:2])=[CH:5][CH:6]=2)[CH2:14][CH2:15][CH2:16][CH2:17]1. The yield is 0.690.